Dataset: Full USPTO retrosynthesis dataset with 1.9M reactions from patents (1976-2016). Task: Predict the reactants needed to synthesize the given product. (1) Given the product [F:1][C:2]1[CH:19]=[CH:18][C:5]([CH2:6][O:7][C:8]2[CH:9]=[C:10]([CH:15]=[CH:16][CH:17]=2)[C:11]([OH:13])=[O:12])=[CH:4][CH:3]=1, predict the reactants needed to synthesize it. The reactants are: [F:1][C:2]1[CH:19]=[CH:18][C:5]([CH2:6][O:7][C:8]2[CH:9]=[C:10]([CH:15]=[CH:16][CH:17]=2)[C:11]([O:13]C)=[O:12])=[CH:4][CH:3]=1.FC1C=CC(COC2C=CC(C(O)=O)=CC=2)=CC=1. (2) Given the product [Cl:1][C:2]1[CH:3]=[CH:4][C:5]([CH:8]2[CH2:13][S:12](=[O:15])(=[O:14])[N:11]([CH3:17])[C:10](=[O:16])[NH:9]2)=[CH:6][CH:7]=1, predict the reactants needed to synthesize it. The reactants are: [Cl:1][C:2]1[CH:7]=[CH:6][C:5]([CH:8]2[CH2:13][S:12](=[O:15])(=[O:14])[NH:11][C:10](=[O:16])[NH:9]2)=[CH:4][CH:3]=1.[CH3:17][O-].[Na+].CI. (3) Given the product [CH3:25][O:24][C:21]1[CH:20]=[CH:19][C:18]([CH2:17][O:16][C:15]2[C:10]([C:8]([N:7]([CH2:6][C:5]3[CH:4]=[CH:3][C:2]([F:1])=[CH:47][CH:46]=3)[CH2:43][CH2:44][O:45][S:58]([CH3:57])(=[O:60])=[O:59])=[O:9])=[N:11][C:12]([C:36]3[CH:37]=[CH:38][C:39]([CH3:42])=[CH:40][CH:41]=3)=[N:13][C:14]=2[O:26][CH2:27][C:28]2[CH:33]=[CH:32][C:31]([O:34][CH3:35])=[CH:30][CH:29]=2)=[CH:23][CH:22]=1, predict the reactants needed to synthesize it. The reactants are: [F:1][C:2]1[CH:47]=[CH:46][C:5]([CH2:6][N:7]([CH2:43][CH2:44][OH:45])[C:8]([C:10]2[C:15]([O:16][CH2:17][C:18]3[CH:23]=[CH:22][C:21]([O:24][CH3:25])=[CH:20][CH:19]=3)=[C:14]([O:26][CH2:27][C:28]3[CH:33]=[CH:32][C:31]([O:34][CH3:35])=[CH:30][CH:29]=3)[N:13]=[C:12]([C:36]3[CH:41]=[CH:40][C:39]([CH3:42])=[CH:38][CH:37]=3)[N:11]=2)=[O:9])=[CH:4][CH:3]=1.CCN(C(C)C)C(C)C.[CH3:57][S:58](Cl)(=[O:60])=[O:59]. (4) Given the product [S:39]([NH:32][C@H:15]([C:11]1[CH:12]=[CH:13][CH:14]=[C:9]([O:8][CH2:1][C:2]2[CH:7]=[CH:6][CH:5]=[CH:4][CH:3]=2)[CH:10]=1)[C@@H:16]([C:18]1[CH:23]=[CH:22][CH:21]=[C:20]([O:24][CH2:25][C:26]2[CH:31]=[CH:30][CH:29]=[CH:28][CH:27]=2)[CH:19]=1)[NH2:17])([C:42]1[CH:48]=[CH:47][C:45]([CH3:46])=[CH:44][CH:43]=1)(=[O:41])=[O:40], predict the reactants needed to synthesize it. The reactants are: [CH2:1]([O:8][C:9]1[CH:10]=[C:11]([C@@H:15]([NH2:32])[C@@H:16]([C:18]2[CH:23]=[CH:22][CH:21]=[C:20]([O:24][CH2:25][C:26]3[CH:31]=[CH:30][CH:29]=[CH:28][CH:27]=3)[CH:19]=2)[NH2:17])[CH:12]=[CH:13][CH:14]=1)[C:2]1[CH:7]=[CH:6][CH:5]=[CH:4][CH:3]=1.N1C=CC=CC=1.[S:39](Cl)([C:42]1[CH:48]=[CH:47][C:45]([CH3:46])=[CH:44][CH:43]=1)(=[O:41])=[O:40]. (5) Given the product [CH3:52][O:51][CH2:50][CH2:49][O:48][CH2:47][CH2:46][N:1]1[C:9]2[C:4](=[CH:5][CH:6]=[CH:7][CH:8]=2)[C:3]2([C:21]3[C:12](=[CH:13][C:14]4[O:19][CH2:18][CH2:17][O:16][C:15]=4[CH:20]=3)[O:11][CH2:10]2)[C:2]1=[O:22], predict the reactants needed to synthesize it. The reactants are: [NH:1]1[C:9]2[C:4](=[CH:5][CH:6]=[CH:7][CH:8]=2)[C:3]2([C:21]3[C:12](=[CH:13][C:14]4[O:19][CH2:18][CH2:17][O:16][C:15]=4[CH:20]=3)[O:11][CH2:10]2)[C:2]1=[O:22].CC1C2C=C3C4(C5C(=CC=CC=5)NC4=O)COC3=CC=2ON=1.Br[CH2:46][CH2:47][O:48][CH2:49][CH2:50][O:51][CH3:52].BrCC1OC(C(F)(F)F)=CC=1. (6) Given the product [Cl:9][C:10]1[CH:15]=[CH:14][CH:13]=[CH:12][C:11]=1[NH:16][C:17]([NH:8][C:4]1[CH:3]=[C:2]([Cl:1])[N:7]=[CH:6][N:5]=1)=[O:18], predict the reactants needed to synthesize it. The reactants are: [Cl:1][C:2]1[N:7]=[CH:6][N:5]=[C:4]([NH2:8])[CH:3]=1.[Cl:9][C:10]1[CH:15]=[CH:14][CH:13]=[CH:12][C:11]=1[N:16]=[C:17]=[O:18]. (7) Given the product [NH2:1][C:2]1[C:7]2[C:8]([C:11]3[CH:16]=[CH:15][C:14]([NH:17][C:18]([C:20]4[N:21]([CH3:29])[C:22]5[C:27]([CH:28]=4)=[CH:26][CH:25]=[CH:24][CH:23]=5)=[O:19])=[C:13]([O:30][CH3:31])[CH:12]=3)=[CH:9][S:10][C:6]=2[C:5](/[CH:32]=[CH:33]/[CH2:34][N:36]2[CH2:40][CH2:39][CH:38]([NH2:41])[CH2:37]2)=[CH:4][N:3]=1, predict the reactants needed to synthesize it. The reactants are: [NH2:1][C:2]1[C:7]2[C:8]([C:11]3[CH:16]=[CH:15][C:14]([NH:17][C:18]([C:20]4[N:21]([CH3:29])[C:22]5[C:27]([CH:28]=4)=[CH:26][CH:25]=[CH:24][CH:23]=5)=[O:19])=[C:13]([O:30][CH3:31])[CH:12]=3)=[CH:9][S:10][C:6]=2[C:5](/[CH:32]=[CH:33]/[CH:34]=O)=[CH:4][N:3]=1.[NH:36]1[CH2:40][CH2:39][CH:38]([NH:41]C(=O)OC(C)(C)C)[CH2:37]1.Cl.O1CCOCC1.C(=O)([O-])[O-].[Na+].[Na+]. (8) The reactants are: [CH3:1][N:2]([CH3:6])[C:3](=[S:5])[O-:4].F[C:8]1[CH:13]=[CH:12][C:11]([N+:14]([O-:16])=[O:15])=[C:10]([O:17][CH2:18][O:19][CH3:20])[CH:9]=1.[C:21]([O-:24])([O-])=O.[Cs+].[Cs+]. Given the product [CH3:1][N:2]([CH3:6])[C:3](=[O:4])[S:5][C:8]1[CH:13]=[CH:12][C:21]([O:24][C:8]2[CH:13]=[CH:12][C:11]([N+:14]([O-:16])=[O:15])=[C:10]([O:17][CH2:18][O:19][CH3:20])[CH:9]=2)=[CH:10][CH:9]=1, predict the reactants needed to synthesize it.